From a dataset of Forward reaction prediction with 1.9M reactions from USPTO patents (1976-2016). Predict the product of the given reaction. (1) Given the reactants [CH3:1][NH:2][C:3]([C:5]1[C:13]2[C:8](=[N:9][C:10]([NH:17][S:18]([CH3:21])(=[O:20])=[O:19])=[C:11]([CH:14]3[CH2:16][CH2:15]3)[CH:12]=2)[O:7][C:6]=1[C:22]1[CH:27]=[CH:26][C:25]([CH3:28])=[CH:24][CH:23]=1)=[O:4].[Na+].[I-].C([O-])([O-])=O.[Cs+].[Cs+], predict the reaction product. The product is: [CH3:1][NH:2][C:3]([C:5]1[C:13]2[C:8](=[N:9][C:10]([N:17]([CH2:22][CH2:6][CH:5]=[CH2:3])[S:18]([CH3:21])(=[O:20])=[O:19])=[C:11]([CH:14]3[CH2:15][CH2:16]3)[CH:12]=2)[O:7][C:6]=1[C:22]1[CH:23]=[CH:24][C:25]([CH3:28])=[CH:26][CH:27]=1)=[O:4]. (2) Given the reactants [C:1]([C:5]1[CH:10]=[CH:9][C:8]([S:11](O)(=[O:13])=[O:12])=[C:7]([F:15])[CH:6]=1)([CH3:4])([CH3:3])[CH3:2].C(C1C=C(F)C=CC=1S(O)(=O)=O)(C)(C)C.P(Cl)(Cl)(Cl)(Cl)[Cl:32], predict the reaction product. The product is: [C:1]([C:5]1[CH:10]=[CH:9][C:8]([S:11]([Cl:32])(=[O:13])=[O:12])=[C:7]([F:15])[CH:6]=1)([CH3:4])([CH3:3])[CH3:2]. (3) Given the reactants [OH:1][CH2:2][CH2:3][CH2:4][N:5]1[CH:9]=[C:8]([C:10]2[N:15]=[C:14]([C:16](=[O:19])[NH:17][CH3:18])[C:13]([NH:20][C:21]3[C:26]([C:27]([F:30])([F:29])[F:28])=[CH:25][N:24]=[C:23]([NH:31][C:32]4[CH:46]=[CH:45][C:35]([CH2:36][CH2:37][CH2:38][CH2:39][PH:40](=[O:44])[O:41]CC)=[CH:34][C:33]=4[O:47][CH3:48])[N:22]=3)=[CH:12][CH:11]=2)[CH:7]=[N:6]1.Br[Si](C)(C)C, predict the reaction product. The product is: [OH:1][CH2:2][CH2:3][CH2:4][N:5]1[CH:9]=[C:8]([C:10]2[N:15]=[C:14]([C:16](=[O:19])[NH:17][CH3:18])[C:13]([NH:20][C:21]3[C:26]([C:27]([F:29])([F:30])[F:28])=[CH:25][N:24]=[C:23]([NH:31][C:32]4[CH:46]=[CH:45][C:35]([CH2:36][CH2:37][CH2:38][CH2:39][PH:40](=[O:41])[OH:44])=[CH:34][C:33]=4[O:47][CH3:48])[N:22]=3)=[CH:12][CH:11]=2)[CH:7]=[N:6]1.